From a dataset of Reaction yield outcomes from USPTO patents with 853,638 reactions. Predict the reaction yield, written as a fraction of the theoretical maximum amount of product (1.0 means a 100% yield; for example, 0.34 means a 34% yield). The catalyst is C1COCC1.CN(C=O)C. The yield is 0.0480. The product is [F:1][C:2]1[CH:7]=[CH:6][C:5]([N:8]2[CH2:17][CH2:16][C:15]3[C:10](=[CH:11][CH:12]=[C:13]([O:18][CH2:38][C:39]([NH2:41])=[O:40])[CH:14]=3)[CH:9]2[CH2:19][C:20]2[CH:25]=[CH:24][C:23]([O:26][CH2:27][CH2:28][CH:29]3[CH2:34][CH2:33][CH2:32][CH2:31][NH:30]3)=[CH:22][CH:21]=2)=[CH:4][CH:3]=1. The reactants are [F:1][C:2]1[CH:7]=[CH:6][C:5]([N:8]2[CH2:17][CH2:16][C:15]3[C:10](=[CH:11][CH:12]=[C:13]([OH:18])[CH:14]=3)[CH:9]2[CH2:19][C:20]2[CH:25]=[CH:24][C:23]([O:26][CH2:27][CH2:28][CH:29]3[CH2:34][CH2:33][CH2:32][CH2:31][NH:30]3)=[CH:22][CH:21]=2)=[CH:4][CH:3]=1.[H-].[Na+].Br[CH2:38][C:39]([NH2:41])=[O:40].